Dataset: Full USPTO retrosynthesis dataset with 1.9M reactions from patents (1976-2016). Task: Predict the reactants needed to synthesize the given product. (1) Given the product [CH2:23]([O:22][C:20]([C:17]1[CH:16]=[N:15][C:14]([N:10]2[CH2:11][CH2:12][CH2:13][C@H:9]2[C:7]([OH:8])=[O:6])=[N:19][CH:18]=1)=[O:21])[CH3:24], predict the reactants needed to synthesize it. The reactants are: Cl.C([O:6][C:7]([C@@H:9]1[CH2:13][CH2:12][CH2:11][N:10]1[C:14]1[N:19]=[CH:18][C:17]([C:20]([O:22][CH2:23][CH3:24])=[O:21])=[CH:16][N:15]=1)=[O:8])(C)(C)C. (2) Given the product [CH3:12][O:13][C:14]1[CH:15]=[CH:16][C:17]([N:20]2[CH2:25][CH2:24][N:23]([CH:10]([CH3:11])[CH2:9][CH:7]([O:8][C:30](=[O:32])[NH2:29])[C:1]3[CH:6]=[CH:5][CH:4]=[CH:3][CH:2]=3)[CH2:22][CH2:21]2)=[CH:18][CH:19]=1, predict the reactants needed to synthesize it. The reactants are: [C:1]1([C:7]([CH:9]=[CH:10][CH3:11])=[O:8])[CH:6]=[CH:5][CH:4]=[CH:3][CH:2]=1.[CH3:12][O:13][C:14]1[CH:19]=[CH:18][C:17]([N:20]2[CH2:25][CH2:24][NH:23][CH2:22][CH2:21]2)=[CH:16][CH:15]=1.[BH4-].[Na+].[OH-].[NH4+:29].[CH2:30]([OH:32])C. (3) Given the product [OH:1][C:2]1[CH:11]=[C:10]2[C:5]([CH:6]=[C:7]([C:13]3[CH:18]=[CH:17][C:16]([OH:19])=[CH:15][CH:14]=3)[C:8](=[O:12])[O:9]2)=[CH:4][CH:3]=1, predict the reactants needed to synthesize it. The reactants are: [OH:1][C:2]1[CH:11]=[C:10]2[C:5]([CH:6]=[C:7]([C:13]3[CH:18]=[CH:17][C:16]([O:19]C)=[CH:15][CH:14]=3)[C:8](=[O:12])[O:9]2)=[CH:4][CH:3]=1.B(Br)(Br)Br. (4) Given the product [C:1]([C@@H:4]1[CH2:8][CH2:7][CH2:6][N:5]1[C:9]1[N:14]=[C:13]([Cl:15])[N:12]=[C:11]([C:16]([NH2:20])=[O:18])[CH:10]=1)(=[O:3])[NH2:2], predict the reactants needed to synthesize it. The reactants are: [C:1]([C@@H:4]1[CH2:8][CH2:7][CH2:6][N:5]1[C:9]1[N:14]=[C:13]([Cl:15])[N:12]=[C:11]([C:16]([O:18]C)=O)[CH:10]=1)(=[O:3])[NH2:2].[NH3:20]. (5) Given the product [NH2:1][C:2]1[N:7]=[C:6]([N:8]([CH2:18][CH2:19][O:20][CH3:21])[C:9]2[CH:14]=[CH:13][CH:12]=[CH:11][CH:10]=2)[N:5]=[C:4]([C:15]#[N:16])[N:3]=1, predict the reactants needed to synthesize it. The reactants are: [NH2:1][C:2]1[N:7]=[C:6]([NH:8][C:9]2[CH:14]=[CH:13][CH:12]=[CH:11][CH:10]=2)[N:5]=[C:4]([C:15]#[N:16])[N:3]=1.Br[CH2:18][CH2:19][O:20][CH3:21].C(=O)([O-])[O-].[K+].[K+]. (6) Given the product [ClH:31].[CH2:1]1[C:6]2[C:7]3[CH:13]=[CH:12][C:11]([N:14]4[CH:19]=[CH:18][C:17]([C:20]5[CH:21]=[N:22][C:23]([C:26]([F:29])([F:27])[F:28])=[CH:24][CH:25]=5)=[CH:16][C:15]4=[O:30])=[CH:10][C:8]=3[O:9][C:5]=2[CH2:4][CH2:3][NH:2]1, predict the reactants needed to synthesize it. The reactants are: [CH2:1]1[C:6]2[C:7]3[CH:13]=[CH:12][C:11]([N:14]4[CH:19]=[CH:18][C:17]([C:20]5[CH:21]=[N:22][C:23]([C:26]([F:29])([F:28])[F:27])=[CH:24][CH:25]=5)=[CH:16][C:15]4=[O:30])=[CH:10][C:8]=3[O:9][C:5]=2[CH2:4][CH2:3][NH:2]1.[ClH:31].CCOCC. (7) Given the product [Cl:1][C:2]1[CH:7]=[C:6]([Cl:8])[CH:5]=[CH:4][C:3]=1[CH:9]([C:13]1[C:21]2[C:16](=[C:17]([CH2:23][S:24]([CH3:25])=[O:34])[CH:18]=[C:19]([F:22])[CH:20]=2)[NH:15][CH:14]=1)[CH2:10][CH2:11][OH:12], predict the reactants needed to synthesize it. The reactants are: [Cl:1][C:2]1[CH:7]=[C:6]([Cl:8])[CH:5]=[CH:4][C:3]=1[CH:9]([C:13]1[C:21]2[C:16](=[C:17]([CH2:23][S:24][CH3:25])[CH:18]=[C:19]([F:22])[CH:20]=2)[NH:15][CH:14]=1)[CH2:10][CH2:11][OH:12].ClC1C=CC=C(C(OO)=[O:34])C=1. (8) Given the product [Br:64][C:65]1[CH:66]=[C:67]([CH2:73][NH:74][C:29]([C:27]2[CH:26]=[CH:25][CH:24]=[C:23]([C:21]([NH:20][CH2:19][C:10]3[C:11]([NH:12][CH:13]4[CH2:14][CH2:15][O:16][CH2:17][CH2:18]4)=[C:6]4[CH:5]=[N:4][N:3]([CH2:1][CH3:2])[C:7]4=[N:8][C:9]=3[CH2:32][CH3:33])=[O:22])[N:28]=2)=[O:30])[CH:68]=[CH:69][C:70]=1[O:71][CH3:72], predict the reactants needed to synthesize it. The reactants are: [CH2:1]([N:3]1[C:7]2=[N:8][C:9]([CH2:32][CH3:33])=[C:10]([CH2:19][NH:20][C:21]([C:23]3[N:28]=[C:27]([C:29](O)=[O:30])[CH:26]=[CH:25][CH:24]=3)=[O:22])[C:11]([NH:12][CH:13]3[CH2:18][CH2:17][O:16][CH2:15][CH2:14]3)=[C:6]2[CH:5]=[N:4]1)[CH3:2].C(N(CC)CC)C.CN(C(ON1N=NC2C=CC=CC1=2)=[N+](C)C)C.[B-](F)(F)(F)F.Cl.[Br:64][C:65]1[CH:66]=[C:67]([CH2:73][NH2:74])[CH:68]=[CH:69][C:70]=1[O:71][CH3:72]. (9) Given the product [C:11]([O:10][C:9]([N:6]1[CH2:7][CH2:8][CH:3]([CH2:2][NH2:1])[CH2:4][CH2:5]1)=[O:15])([CH3:14])([CH3:13])[CH3:12], predict the reactants needed to synthesize it. The reactants are: [NH2:1][CH2:2][CH:3]1[CH2:8][CH2:7][NH:6][CH2:5][CH2:4]1.[C:9](=O)([O-:15])[O:10][C:11]([CH3:14])([CH3:13])[CH3:12].[C:9](=O)([O-:15])[O:10][C:11]([CH3:14])([CH3:13])[CH3:12]. (10) Given the product [OH:22][C:15]1([C:6]2[CH:7]=[CH:8][C:3]([O:2][CH3:1])=[CH:4][CH:5]=2)[C:14]2[C:18](=[CH:19][CH:20]=[C:12]([I:11])[CH:13]=2)[NH:17][C:16]1=[O:21], predict the reactants needed to synthesize it. The reactants are: [CH3:1][O:2][C:3]1[CH:8]=[CH:7][C:6]([Mg]Br)=[CH:5][CH:4]=1.[I:11][C:12]1[CH:13]=[C:14]2[C:18](=[CH:19][CH:20]=1)[NH:17][C:16](=[O:21])[C:15]2=[O:22].